Dataset: Full USPTO retrosynthesis dataset with 1.9M reactions from patents (1976-2016). Task: Predict the reactants needed to synthesize the given product. Given the product [OH:37][CH2:36][CH:32]1[CH2:33][CH2:34][CH2:35][N:30]([CH2:3][CH:2]([C:4]2[CH:9]=[CH:8][C:7]([C:10]3[N:14]=[C:13]([C:15]4[O:19][N:18]=[C:17]([C:20]5[CH:25]=[CH:24][CH:23]=[CH:22][CH:21]=5)[C:16]=4[C:26]([F:28])([F:27])[F:29])[O:12][N:11]=3)=[CH:6][CH:5]=2)[OH:1])[CH2:31]1, predict the reactants needed to synthesize it. The reactants are: [O:1]1[CH2:3][CH:2]1[C:4]1[CH:9]=[CH:8][C:7]([C:10]2[N:14]=[C:13]([C:15]3[O:19][N:18]=[C:17]([C:20]4[CH:25]=[CH:24][CH:23]=[CH:22][CH:21]=4)[C:16]=3[C:26]([F:29])([F:28])[F:27])[O:12][N:11]=2)=[CH:6][CH:5]=1.[NH:30]1[CH2:35][CH2:34][CH2:33][CH:32]([CH2:36][OH:37])[CH2:31]1.CS(C)=O.